From a dataset of NCI-60 drug combinations with 297,098 pairs across 59 cell lines. Regression. Given two drug SMILES strings and cell line genomic features, predict the synergy score measuring deviation from expected non-interaction effect. (1) Drug 1: CC1=C2C(C(=O)C3(C(CC4C(C3C(C(C2(C)C)(CC1OC(=O)C(C(C5=CC=CC=C5)NC(=O)OC(C)(C)C)O)O)OC(=O)C6=CC=CC=C6)(CO4)OC(=O)C)OC)C)OC. Drug 2: CCC1(CC2CC(C3=C(CCN(C2)C1)C4=CC=CC=C4N3)(C5=C(C=C6C(=C5)C78CCN9C7C(C=CC9)(C(C(C8N6C=O)(C(=O)OC)O)OC(=O)C)CC)OC)C(=O)OC)O.OS(=O)(=O)O. Cell line: NCIH23. Synergy scores: CSS=55.3, Synergy_ZIP=-8.68, Synergy_Bliss=-6.05, Synergy_Loewe=-8.92, Synergy_HSA=-3.08. (2) Drug 1: CC(C1=C(C=CC(=C1Cl)F)Cl)OC2=C(N=CC(=C2)C3=CN(N=C3)C4CCNCC4)N. Drug 2: C1CC(C1)(C(=O)O)C(=O)O.[NH2-].[NH2-].[Pt+2]. Cell line: ACHN. Synergy scores: CSS=54.6, Synergy_ZIP=-0.222, Synergy_Bliss=2.40, Synergy_Loewe=3.53, Synergy_HSA=3.81. (3) Drug 1: CC1=C(C(CCC1)(C)C)C=CC(=CC=CC(=CC(=O)O)C)C. Drug 2: C1=NC2=C(N1)C(=S)N=CN2. Cell line: NCI-H226. Synergy scores: CSS=23.8, Synergy_ZIP=-4.42, Synergy_Bliss=-2.03, Synergy_Loewe=-2.90, Synergy_HSA=1.40. (4) Drug 1: C1=CN(C=N1)CC(O)(P(=O)(O)O)P(=O)(O)O. Drug 2: CN1C2=C(C=C(C=C2)N(CCCl)CCCl)N=C1CCCC(=O)O.Cl. Cell line: IGROV1. Synergy scores: CSS=1.77, Synergy_ZIP=0.296, Synergy_Bliss=1.51, Synergy_Loewe=2.00, Synergy_HSA=0.296. (5) Drug 1: C1=CC(=CC=C1CCCC(=O)O)N(CCCl)CCCl. Drug 2: COC1=NC(=NC2=C1N=CN2C3C(C(C(O3)CO)O)O)N. Cell line: OVCAR-5. Synergy scores: CSS=25.2, Synergy_ZIP=-0.445, Synergy_Bliss=6.88, Synergy_Loewe=1.10, Synergy_HSA=5.25.